Dataset: Forward reaction prediction with 1.9M reactions from USPTO patents (1976-2016). Task: Predict the product of the given reaction. (1) The product is: [Cl:19][CH2:14][CH2:15][C:11]1[C:12](=[O:13])[N:3]2[CH:4]=[CH:5][CH:6]=[CH:7][C:2]2=[N:1][C:8]=1[CH3:9]. Given the reactants [NH2:1][C:2]1[CH:7]=[CH:6][CH:5]=[CH:4][N:3]=1.[C:8]([CH:11]1[CH2:15][CH2:14][O:13][C:12]1=O)(=O)[CH3:9].P(Cl)(Cl)([Cl:19])=O, predict the reaction product. (2) Given the reactants [CH3:1][O:2][C:3](=[O:15])[C:4]1[C:5](=[C:10]([OH:14])[CH:11]=[CH:12][CH:13]=1)[C:6]([O:8][CH3:9])=[O:7].C(=O)([O-])[O-].[K+].[K+].[Cl:22][C:23]1[CH:24]=[C:25]([CH:28]=[CH:29][CH:30]=1)[CH2:26]Br, predict the reaction product. The product is: [CH3:1][O:2][C:3](=[O:15])[C:4]1[C:5](=[C:10]([O:14][CH2:26][C:25]2[CH:28]=[CH:29][CH:30]=[C:23]([Cl:22])[CH:24]=2)[CH:11]=[CH:12][CH:13]=1)[C:6]([O:8][CH3:9])=[O:7].